From a dataset of Experimentally validated miRNA-target interactions with 360,000+ pairs, plus equal number of negative samples. Binary Classification. Given a miRNA mature sequence and a target amino acid sequence, predict their likelihood of interaction. (1) The miRNA is hsa-miR-30a-3p with sequence CUUUCAGUCGGAUGUUUGCAGC. The protein sequence of the target gene is MAAATIVHDTSEAVELCPAYGLYLKPITKMTISVALPQLKQPGKSISNWEVMERLKGMVQNHQFSTLRISKSTMDFIRFEGEVENKSLVKSFLACLDGKTIKLSGFSDILKVRAAEFKIDFPTRHDWDSFFRDAKDMNETLPGERPDTIHLEGLPCKWFALKESGSEKPSEDVLVKVFEKFGEIRNVDIPMLDPYREEMTGRNFHTFSFGGHLNFEAYVQYREYMGFIQAMSALRGMKLMYKGEDGKAVACNIKVSFDSTKHLSDASIKKRQLERQKLQELEQQREEQKRREKEAEERQR.... Result: 1 (interaction). (2) The miRNA is hsa-miR-4776-3p with sequence CUUGCCAUCCUGGUCCACUGCAU. Result: 0 (no interaction). The protein sequence of the target gene is MAGDVGGRSCTDAELLLHPELLSQEFLLLTLEQKNIAVENEVRVNKDNLTDLYVQHAIPLPQRDLPKNRWGKMMEKKREHHEVKNDTKRSSAVDGLRKRPLIVFDGSSTSTSIKVKRTENGADDRLKPLAQIGSTSDAFWKSPNSSSRISPLVLFSNLPVNHKMEHNNNDTQQNHDLMNRKSPSGPVKSPPLSPVGTTPVKLKRAAPKEEAEATNHLKPPEVKRKIQHVTWP.